Dataset: Catalyst prediction with 721,799 reactions and 888 catalyst types from USPTO. Task: Predict which catalyst facilitates the given reaction. (1) Reactant: [CH:1]1[C:6]2[NH:7][C:8]3[C:9](=[CH:10][CH:11]=[C:12]4[C:20]=3[NH:19][C:18]3[C:13]4=[CH:14][CH:15]=[CH:16][CH:17]=3)[C:5]=2[CH:4]=[CH:3][CH:2]=1.[H-].[Na+].[I:23][C:24]1[CH:29]=[CH:28][CH:27]=[CH:26][C:25]=1[S:30](Cl)(=[O:32])=[O:31]. Product: [I:23][C:24]1[CH:29]=[CH:28][CH:27]=[CH:26][C:25]=1[S:30]([C:1]1[CH:2]=[CH:3][CH:4]=[C:5]2[C:6]=1[NH:7][C:8]1[C:9]2=[CH:10][CH:11]=[C:12]2[C:20]=1[NH:19][C:18]1[C:13]2=[CH:14][CH:15]=[CH:16][CH:17]=1)(=[O:32])=[O:31]. The catalyst class is: 1. (2) Reactant: [C:1]([C:5]1[C:18]2[C:19]3=[C:20]4[C:15](=[CH:16][CH:17]=2)[CH:14]=[CH:13][CH:12]=[C:11]4[CH:10]=[CH:9][C:8]3=[CH:7][CH:6]=1)([CH3:4])([CH3:3])[CH3:2].C1C(=O)N([Br:28])C(=O)C1. Product: [Br:28][C:6]1[CH:7]=[C:8]2[C:19]3=[C:20]4[C:15]([CH:14]=[CH:13][CH:12]=[C:11]4[CH:10]=[CH:9]2)=[CH:16][CH:17]=[C:18]3[C:5]=1[C:1]([CH3:4])([CH3:2])[CH3:3]. The catalyst class is: 57. (3) Reactant: [F:1][C:2]1[CH:11]=[CH:10][C:9]2[C:4](=[CH:5][CH:6]=[C:7]([CH3:12])[CH:8]=2)[CH:3]=1.C1C(=O)N([Br:20])C(=O)C1.BrBr.CC(N=NC(C#N)(C)C)(C#N)C. Product: [Br:20][CH2:12][C:7]1[CH:6]=[CH:5][C:4]2[C:9](=[CH:10][CH:11]=[C:2]([F:1])[CH:3]=2)[CH:8]=1. The catalyst class is: 53. (4) Product: [F:1][C:2]([F:12])([F:13])[CH:3]([C:4]1[CH:9]=[CH:8][CH:7]=[CH:6][C:5]=1[NH:10][C:31]([C:27]1[O:26][CH:30]=[CH:29][CH:28]=1)=[O:32])[OH:11]. The catalyst class is: 28. Reactant: [F:1][C:2]([F:13])([F:12])[CH:3]([OH:11])[C:4]1[CH:9]=[CH:8][CH:7]=[CH:6][C:5]=1[NH2:10].C(Cl)Cl.C(N(CC)C(C)C)(C)C.[O:26]1[CH:30]=[CH:29][CH:28]=[C:27]1[C:31](Cl)=[O:32].